From a dataset of Full USPTO retrosynthesis dataset with 1.9M reactions from patents (1976-2016). Predict the reactants needed to synthesize the given product. (1) Given the product [CH3:18][O:16][C:15]([C@@H:9]1[CH2:10][CH2:11][C:12]([CH3:14])([CH3:13])[N:8]1[C:6]([O:5][C:1]([CH3:4])([CH3:2])[CH3:3])=[O:7])=[O:17], predict the reactants needed to synthesize it. The reactants are: [C:1]([O:5][C:6]([N:8]1[C:12]([CH3:14])([CH3:13])[CH2:11][CH2:10][C@H:9]1[C:15]([OH:17])=[O:16])=[O:7])([CH3:4])([CH3:3])[CH3:2].[C:18](=O)([O-])[O-].[Cs+].[Cs+].IC.Cl. (2) Given the product [C:10]([N:17]1[CH2:22][CH2:21][N:20]([C:23]2[CH:28]=[CH:27][CH:26]=[C:25]([Cl:29])[C:24]=2[CH2:30][N:35]([CH3:34])[CH3:3])[CH2:19][CH2:18]1)([O:12][C:13]([CH3:16])([CH3:15])[CH3:14])=[O:11], predict the reactants needed to synthesize it. The reactants are: [BH4-].[Na+].[C:3](O)(C(F)(F)F)=O.[C:10]([N:17]1[CH2:22][CH2:21][N:20]([C:23]2[CH:28]=[CH:27][CH:26]=[C:25]([Cl:29])[C:24]=2[C:30]#N)[CH2:19][CH2:18]1)([O:12][C:13]([CH3:16])([CH3:15])[CH3:14])=[O:11].C=O.[C:34]([BH3-])#[N:35].[Na+].